The task is: Predict the product of the given reaction.. This data is from Forward reaction prediction with 1.9M reactions from USPTO patents (1976-2016). (1) Given the reactants ClC1N=CC(C=O)=C(C(C)C)C=1.[Cl:13][C:14]1[CH:19]=[C:18]([Cl:20])[CH:17]=[CH:16][C:15]=1[NH:21][C:22]1[N:27]=[CH:26][C:25]([CH2:28][OH:29])=[C:24]([CH:30]([CH3:32])[CH3:31])[CH:23]=1, predict the reaction product. The product is: [Cl:13][C:14]1[CH:19]=[C:18]([Cl:20])[CH:17]=[CH:16][C:15]=1[NH:21][C:22]1[N:27]=[CH:26][C:25]([CH:28]=[O:29])=[C:24]([CH:30]([CH3:32])[CH3:31])[CH:23]=1. (2) Given the reactants [C:1]([CH2:3]P(=O)(OCC)OCC)#[N:2].CC(C)([O-])C.[K+].[CH2:18]([N:20]1[C:24]2=[N:25][C:26]([CH:43]=O)=[C:27]([CH2:36][CH2:37][C:38]([O:40][CH2:41][CH3:42])=[O:39])[C:28]([C:29]3[CH:30]=[N:31][CH:32]=[C:33]([CH3:35])[CH:34]=3)=[C:23]2[CH:22]=[N:21]1)[CH3:19], predict the reaction product. The product is: [C:1](/[CH:3]=[CH:43]/[C:26]1[N:25]=[C:24]2[N:20]([CH2:18][CH3:19])[N:21]=[CH:22][C:23]2=[C:28]([C:29]2[CH:30]=[N:31][CH:32]=[C:33]([CH3:35])[CH:34]=2)[C:27]=1[CH2:36][CH2:37][C:38]([O:40][CH2:41][CH3:42])=[O:39])#[N:2]. (3) The product is: [Cl:1][C:2]1[CH:3]=[CH:4][C:5]([N+:9]([O-:11])=[O:10])=[C:6]([N:8]2[C:16]([CH3:17])=[CH:15][CH:14]=[C:13]2[CH3:12])[CH:7]=1. Given the reactants [Cl:1][C:2]1[CH:3]=[CH:4][C:5]([N+:9]([O-:11])=[O:10])=[C:6]([NH2:8])[CH:7]=1.[CH3:12][C:13](=O)[CH2:14][CH2:15][C:16](=O)[CH3:17].C1(C)C=CC=CC=1, predict the reaction product. (4) Given the reactants [CH3:1][CH:2]1[N:6]([C:7]2[CH:12]=[CH:11][N:10]=[CH:9][CH:8]=2)[C:5](=NC#N)[NH:4][CH2:3]1.[H-].[Na+].Br[CH2:19][CH2:20][CH2:21][CH2:22][CH2:23][CH2:24][O:25][C:26]1[CH:31]=[CH:30][C:29]([F:32])=[CH:28][CH:27]=1.CN(C=[O:37])C, predict the reaction product. The product is: [F:32][C:29]1[CH:30]=[CH:31][C:26]([O:25][CH2:24][CH2:23][CH2:22][CH2:21][CH2:20][CH2:19][N:4]2[CH2:3][CH:2]([CH3:1])[N:6]([C:7]3[CH:8]=[CH:9][N:10]=[CH:11][CH:12]=3)[C:5]2=[O:37])=[CH:27][CH:28]=1. (5) Given the reactants [CH2:1]([N:8]1[C:14](=[O:15])[C:13]2[CH:16]=[C:17](Br)[CH:18]=[CH:19][C:12]=2[NH:11][C:10](=[O:21])[CH2:9]1)[C:2]1[CH:7]=[CH:6][CH:5]=[CH:4][CH:3]=1.[F:22][C:23]([F:34])([F:33])[C:24]1[CH:29]=[CH:28][C:27](B(O)O)=[CH:26][CH:25]=1.C(=O)([O-])[O-].[K+].[K+].O, predict the reaction product. The product is: [CH2:1]([N:8]1[C:14](=[O:15])[C:13]2[CH:16]=[C:17]([C:27]3[CH:28]=[CH:29][C:24]([C:23]([F:34])([F:33])[F:22])=[CH:25][CH:26]=3)[CH:18]=[CH:19][C:12]=2[NH:11][C:10](=[O:21])[CH2:9]1)[C:2]1[CH:7]=[CH:6][CH:5]=[CH:4][CH:3]=1. (6) Given the reactants [NH2:1][CH2:2][C:3]1[CH:4]=[CH:5][C:6]([F:36])=[C:7]([CH:9]2[CH2:14][CH2:13][N:12]([C:15]([C:17]3[C:25]4[C:20](=[C:21]([F:31])[CH:22]=[CH:23][C:24]=4[O:26][C:27]([F:30])([F:29])[F:28])[N:19]([CH2:32][CH2:33][O:34][CH3:35])[CH:18]=3)=[O:16])[CH2:11][CH2:10]2)[CH:8]=1.O.[C:38]1([CH3:48])[CH:43]=[CH:42][C:41]([S:44]([OH:47])(=[O:46])=[O:45])=[CH:40][CH:39]=1, predict the reaction product. The product is: [C:38]1([CH3:48])[CH:39]=[CH:40][C:41]([S:44]([OH:47])(=[O:45])=[O:46])=[CH:42][CH:43]=1.[NH2:1][CH2:2][C:3]1[CH:4]=[CH:5][C:6]([F:36])=[C:7]([CH:9]2[CH2:14][CH2:13][N:12]([C:15]([C:17]3[C:25]4[C:20](=[C:21]([F:31])[CH:22]=[CH:23][C:24]=4[O:26][C:27]([F:30])([F:28])[F:29])[N:19]([CH2:32][CH2:33][O:34][CH3:35])[CH:18]=3)=[O:16])[CH2:11][CH2:10]2)[CH:8]=1. (7) The product is: [C:1]([O:20][CH2:21][CH2:22][C:23]([OH:25])=[O:24])([C:8]1[CH:9]=[CH:10][CH:11]=[CH:12][CH:13]=1)([C:14]1[CH:19]=[CH:18][CH:17]=[CH:16][CH:15]=1)[C:2]1[CH:3]=[CH:4][CH:5]=[CH:6][CH:7]=1. Given the reactants [C:1]([O:20][CH2:21][CH2:22][C:23]([O:25]C(C)(C)C)=[O:24])([C:14]1[CH:19]=[CH:18][CH:17]=[CH:16][CH:15]=1)([C:8]1[CH:13]=[CH:12][CH:11]=[CH:10][CH:9]=1)[C:2]1[CH:7]=[CH:6][CH:5]=[CH:4][CH:3]=1.[OH-].[Na+], predict the reaction product. (8) Given the reactants [CH2:1]([NH:8][C:9]([C:11]1[S:12][C:13]([C:17]([NH:19][NH2:20])=[NH:18])=[CH:14][C:15]=1[CH3:16])=[O:10])[C:2]1[CH:7]=[CH:6][CH:5]=[CH:4][CH:3]=1.[CH:21](O)=O, predict the reaction product. The product is: [CH2:1]([NH:8][C:9]([C:11]1[S:12][C:13]([C:17]2[N:18]=[CH:21][NH:20][N:19]=2)=[CH:14][C:15]=1[CH3:16])=[O:10])[C:2]1[CH:7]=[CH:6][CH:5]=[CH:4][CH:3]=1.